From a dataset of Forward reaction prediction with 1.9M reactions from USPTO patents (1976-2016). Predict the product of the given reaction. Given the reactants [CH3:1][C:2]([NH2:5])([CH3:4])[CH3:3].[CH2:6](N(CC)CC)C.[Br:13][C:14]1[CH:22]=[CH:21][C:17]([C:18]([OH:20])=[O:19])=[CH:16][C:15]=1[S:23](Cl)(=[O:25])=[O:24].Cl.S(=O)(=O)(O)O, predict the reaction product. The product is: [Br:13][C:14]1[CH:22]=[CH:21][C:17]([C:18]([O:20][CH3:6])=[O:19])=[CH:16][C:15]=1[S:23](=[O:25])(=[O:24])[NH:5][C:2]([CH3:4])([CH3:3])[CH3:1].